Dataset: HIV replication inhibition screening data with 41,000+ compounds from the AIDS Antiviral Screen. Task: Binary Classification. Given a drug SMILES string, predict its activity (active/inactive) in a high-throughput screening assay against a specified biological target. The drug is O=C(NC(=Cc1ccc(C=C(NC(=O)c2ccccc2)c2nc3ccccc3[nH]2)cc1)c1nc2ccccc2[nH]1)c1ccccc1. The result is 0 (inactive).